From a dataset of Forward reaction prediction with 1.9M reactions from USPTO patents (1976-2016). Predict the product of the given reaction. (1) Given the reactants C([S:8][C:9]1[CH:10]=[C:11]2[C:16](=[CH:17][CH:18]=1)[C:15]([C:19]1[C:24]([O:25][CH3:26])=[CH:23][C:22]([C:27]3[CH:32]=[CH:31][CH:30]=[C:29]([F:33])[CH:28]=3)=[C:21]([Cl:34])[CH:20]=1)=[N:14][N:13]=[C:12]2[O:35][CH3:36])C1C=CC=CC=1.ClN1C(C)(C)C(=[O:45])N(Cl)C1=O.[F:48][C:49]1[C:54]([F:55])=[C:53]([F:56])[C:52]([F:57])=[C:51]([F:58])[C:50]=1[OH:59].C(N(CC)CC)C.[OH2:67], predict the reaction product. The product is: [Cl:34][C:21]1[CH:20]=[C:19]([C:15]2[C:16]3[C:11](=[CH:10][C:9]([S:8]([O:59][C:50]4[C:49]([F:48])=[C:54]([F:55])[C:53]([F:56])=[C:52]([F:57])[C:51]=4[F:58])(=[O:45])=[O:67])=[CH:18][CH:17]=3)[C:12]([O:35][CH3:36])=[N:13][N:14]=2)[C:24]([O:25][CH3:26])=[CH:23][C:22]=1[C:27]1[CH:32]=[CH:31][CH:30]=[C:29]([F:33])[CH:28]=1. (2) Given the reactants [C:1]([O:5][CH:6]([C:11]1[C:12]([C:21]2[CH:26]=[CH:25][C:24]([CH3:27])=[CH:23][CH:22]=2)=[C:13]2[CH:20]=[CH:19][NH:18][C:14]2=[N:15][C:16]=1[CH3:17])[C:7]([O:9]C)=[O:8])([CH3:4])([CH3:3])[CH3:2].Br[CH2:29][C:30]1[CH:35]=[CH:34][C:33]([C:36]([F:39])([F:38])[F:37])=[CH:32][CH:31]=1, predict the reaction product. The product is: [C:1]([O:5][CH:6]([C:11]1[C:12]([C:21]2[CH:26]=[CH:25][C:24]([CH3:27])=[CH:23][CH:22]=2)=[C:13]2[CH:20]=[CH:19][N:18]([CH2:29][C:30]3[CH:31]=[CH:32][C:33]([C:36]([F:37])([F:38])[F:39])=[CH:34][CH:35]=3)[C:14]2=[N:15][C:16]=1[CH3:17])[C:7]([OH:9])=[O:8])([CH3:3])([CH3:4])[CH3:2]. (3) Given the reactants N1CCC[C@H:4]([NH:8][C:9]([N:11]2[CH2:17][CH2:16][C@@H:15]3[C@H:12]2[C:13](=[O:22])[N:14]3[S:18]([OH:21])(=[O:20])=[O:19])=[O:10])[CH2:3]C1.I[CH3:24].[CH2:25]([N:27]([CH2:30][CH3:31])[CH2:28][CH3:29])C, predict the reaction product. The product is: [CH3:25][N+:27]1([CH3:24])[CH2:30][CH2:31][CH2:3][C@H:4]([NH:8][C:9]([N:11]2[CH2:17][CH2:16][C@@H:15]3[C@H:12]2[C:13](=[O:22])[N:14]3[S:18]([O-:21])(=[O:20])=[O:19])=[O:10])[CH2:29][CH2:28]1. (4) Given the reactants [CH3:1][C:2]([CH3:19])([CH2:7][CH2:8][CH2:9][CH2:10][CH2:11][CH2:12][CH2:13][CH2:14][CH2:15][CH2:16][CH2:17][CH3:18])[C:3]([O:5]C)=[O:4].[OH-].[Na+].Cl.C(OCC)(=O)C, predict the reaction product. The product is: [CH3:1][C:2]([CH3:19])([CH2:7][CH2:8][CH2:9][CH2:10][CH2:11][CH2:12][CH2:13][CH2:14][CH2:15][CH2:16][CH2:17][CH3:18])[C:3]([OH:5])=[O:4]. (5) Given the reactants [CH3:1][O:2][CH2:3][C@@H:4]1[CH2:8][CH2:7][CH2:6][N:5]1[S:9]([C:12]1[CH:13]=[C:14]2[C:18](=[CH:19][CH:20]=1)[NH:17][C:16](=[O:21])[C:15]2=[O:22])(=[O:11])=[O:10].[CH2:23](O)[CH2:24][CH2:25][OH:26].C1(C)C=CC(S(O)(=O)=O)=CC=1, predict the reaction product. The product is: [CH3:1][O:2][CH2:3][C@@H:4]1[CH2:8][CH2:7][CH2:6][N:5]1[S:9]([C:12]1[CH:13]=[C:14]2[C:18](=[CH:19][CH:20]=1)[NH:17][C:16](=[O:21])[C:15]12[O:26][CH2:25][CH2:24][CH2:23][O:22]1)(=[O:11])=[O:10]. (6) The product is: [F:1][C:2]1[CH:3]=[C:4]([N:15]2[C:19]([CH3:21])([CH3:20])[C:18](=[O:22])[N:17]([C:23]3[CH:30]=[CH:29][C:26]([C:27]#[N:28])=[C:25]([C:31]([F:34])([F:32])[F:33])[CH:24]=3)[C:16]2=[S:35])[CH:5]=[CH:6][C:7]=1[O:8][CH:9]1[CH2:10][CH2:11][N:12]([CH3:38])[CH2:13][CH2:14]1. Given the reactants [F:1][C:2]1[CH:3]=[C:4]([N:15]2[C:19]([CH3:21])([CH3:20])[C:18](=[O:22])[N:17]([C:23]3[CH:30]=[CH:29][C:26]([C:27]#[N:28])=[C:25]([C:31]([F:34])([F:33])[F:32])[CH:24]=3)[C:16]2=[S:35])[CH:5]=[CH:6][C:7]=1[O:8][CH:9]1[CH2:14][CH2:13][NH:12][CH2:11][CH2:10]1.C=O.[C:38]([BH3-])#N.[Na+].O, predict the reaction product. (7) Given the reactants [O:1]1[C:5]2([CH2:10][CH2:9][CH:8]([CH2:11][CH2:12][N:13]3[CH2:18][CH2:17][N:16]([C:19]4[CH:24]=[CH:23][CH:22]=[C:21]([N+:25]([O-])=O)[CH:20]=4)[CH2:15][CH2:14]3)[CH2:7][CH2:6]2)[O:4][CH2:3][CH2:2]1, predict the reaction product. The product is: [O:4]1[C:5]2([CH2:6][CH2:7][CH:8]([CH2:11][CH2:12][N:13]3[CH2:14][CH2:15][N:16]([C:19]4[CH:20]=[C:21]([CH:22]=[CH:23][CH:24]=4)[NH2:25])[CH2:17][CH2:18]3)[CH2:9][CH2:10]2)[O:1][CH2:2][CH2:3]1.